Dataset: Full USPTO retrosynthesis dataset with 1.9M reactions from patents (1976-2016). Task: Predict the reactants needed to synthesize the given product. (1) Given the product [CH:23]([C:16]1[N:14]2[CH:15]=[C:10]([C:31]3[CH:32]=[CH:33][O:29][CH:30]=3)[CH:11]=[C:12]([C:25]([F:28])([F:27])[F:26])[C:13]2=[N:18][C:17]=1[C:19]([OH:21])=[O:20])=[O:24], predict the reactants needed to synthesize it. The reactants are: [O-]P([O-])([O-])=O.[K+].[K+].[K+].Br[C:10]1[CH:11]=[C:12]([C:25]([F:28])([F:27])[F:26])[C:13]2[N:14]([C:16]([CH:23]=[O:24])=[C:17]([C:19]([O:21]C)=[O:20])[N:18]=2)[CH:15]=1.[O:29]1[CH:33]=[CH:32][C:31](B(O)O)=[CH:30]1. (2) Given the product [Cl:1][C:2]1[C:7]2[C:8](=[O:23])[N:9]([CH2:13][C:14]3[C:15](=[O:22])[NH:16][C:17]([CH3:21])=[CH:18][C:19]=3[CH3:20])[CH2:10][CH2:11][O:12][C:6]=2[CH:5]=[CH:4][C:3]=1[OH:24], predict the reactants needed to synthesize it. The reactants are: [Cl:1][C:2]1[C:7]2[C:8](=[O:23])[N:9]([CH2:13][C:14]3[C:15](=[O:22])[NH:16][C:17]([CH3:21])=[CH:18][C:19]=3[CH3:20])[CH2:10][CH2:11][O:12][C:6]=2[CH:5]=[CH:4][C:3]=1[O:24]C.B(Br)(Br)Br. (3) Given the product [O:4]=[S:5]1(=[O:35])[C:11]2[CH:12]=[C:13]([O:17][CH3:18])[C:14]([S:2][CH3:1])=[CH:15][C:10]=2[N:9]([C:19]2[CH:24]=[CH:23][C:22]([Cl:25])=[CH:21][CH:20]=2)[C:8](=[O:26])[C:7]([CH2:31][CH2:32][CH2:33][CH3:34])([CH2:27][CH2:28][CH2:29][CH3:30])[CH2:6]1, predict the reactants needed to synthesize it. The reactants are: [CH3:1][S-:2].[Na+].[O:4]=[S:5]1(=[O:35])[C:11]2[CH:12]=[C:13]([O:17][CH3:18])[C:14](Br)=[CH:15][C:10]=2[N:9]([C:19]2[CH:24]=[CH:23][C:22]([Cl:25])=[CH:21][CH:20]=2)[C:8](=[O:26])[C:7]([CH2:31][CH2:32][CH2:33][CH3:34])([CH2:27][CH2:28][CH2:29][CH3:30])[CH2:6]1. (4) Given the product [CH3:27][C:24]1[CH:25]=[CH:26][C:21]([C:7]2[CH:8]=[C:9]([N:11]3[C:19]4[C:14](=[CH:15][CH:16]=[CH:17][CH:18]=4)[CH2:13][C:12]3=[O:20])[CH:10]=[C:5]([C:3]([OH:4])=[O:2])[CH:6]=2)=[CH:22][CH:23]=1, predict the reactants needed to synthesize it. The reactants are: C[O:2][C:3]([C:5]1[CH:6]=[C:7]([C:21]2[CH:26]=[CH:25][C:24]([CH3:27])=[CH:23][CH:22]=2)[CH:8]=[C:9]([N:11]2[C:19]3[C:14](=[CH:15][CH:16]=[CH:17][CH:18]=3)[CH2:13][C:12]2=[O:20])[CH:10]=1)=[O:4].O.[OH-].[Na+].Cl. (5) Given the product [Cl:1][C:38]1[NH:36][N:33]([C:8]2[CH:11]=[CH:4][CH:5]=[CH:6][C:7]=2[O:12][C@H:13]([C:15]2[N:19]([CH3:20])[C:18]([C:21]3[CH:26]=[CH:25][CH:24]=[CH:23][C:22]=3[C:27]([F:28])([F:30])[F:29])=[N:17][N:16]=2)[CH3:14])[NH:32][N:31]=1, predict the reactants needed to synthesize it. The reactants are: [Cl-:1].[NH4+].Cl[C:4]1[CH:5]=[CH:6][C:7]([O:12][C@H:13]([C:15]2[N:19]([CH3:20])[C:18]([C:21]3[CH:26]=[CH:25][CH:24]=[CH:23][C:22]=3[C:27]([F:30])([F:29])[F:28])=[N:17][N:16]=2)[CH3:14])=[C:8]([CH:11]=1)C#N.[N-:31]=[N+:32]=[N-:33].[Na+].C[N:36]([CH:38]=O)C. (6) Given the product [O:23]1[C:24]2[CH:30]=[CH:29][CH:28]=[CH:27][C:25]=2[N:26]=[C:22]1[C@@H:18]1[CH2:19][CH2:20][CH2:21][N:17]1[C:9]([C@H:8]([CH2:12][CH2:13][CH2:14][CH3:15])[CH2:7][C:6]([OH:5])=[O:16])=[O:11], predict the reactants needed to synthesize it. The reactants are: C([O:5][C:6](=[O:16])[CH2:7][C@@H:8]([CH2:12][CH2:13][CH2:14][CH3:15])[C:9]([OH:11])=O)(C)(C)C.[NH:17]1[CH2:21][CH2:20][CH2:19][C@H:18]1[C:22]1[O:23][C:24]2[CH:30]=[CH:29][CH:28]=[CH:27][C:25]=2[N:26]=1. (7) Given the product [CH3:10][C:5]1[CH:4]=[CH:3][C:2]([C:13]2[CH:18]=[CH:17][CH:16]=[CH:15][CH:14]=2)=[CH:9][C:6]=1[C:7]#[N:8], predict the reactants needed to synthesize it. The reactants are: Br[C:2]1[CH:3]=[CH:4][C:5]([CH3:10])=[C:6]([CH:9]=1)[C:7]#[N:8].OB(O)[C:13]1[CH:18]=[CH:17][CH:16]=[CH:15][CH:14]=1.C(=O)([O-])[O-].[K+].[K+].O.